This data is from Catalyst prediction with 721,799 reactions and 888 catalyst types from USPTO. The task is: Predict which catalyst facilitates the given reaction. (1) Reactant: [C:1]1([C:7]2[C:8]([CH2:16][C:17]([NH2:19])=O)=[C:9]3[N:14]([CH:15]=2)[CH:13]=[CH:12][CH:11]=[CH:10]3)[CH:6]=[CH:5][CH:4]=[CH:3][CH:2]=1.[H-].[Al+3].[Li+].[H-].[H-].[H-].[C@H](O)(C([O-])=O)[C@@H](O)C([O-])=O.[Na+].[K+]. Product: [C:1]1([C:7]2[C:8]([CH2:16][CH2:17][NH2:19])=[C:9]3[N:14]([CH:15]=2)[CH:13]=[CH:12][CH:11]=[CH:10]3)[CH:2]=[CH:3][CH:4]=[CH:5][CH:6]=1. The catalyst class is: 27. (2) The catalyst class is: 12. Reactant: [O:1]=[C:2]1[CH:11]=[CH:10][C:9]2[CH2:8][CH2:7][C:6](=[O:12])[N:5]3[CH2:13][C@@H:14]([CH2:15][N:16]4[CH2:21][CH2:20][C:19]([NH:23][C:24](=[O:29])[C:25]([F:28])([F:27])[F:26])([CH3:22])[CH2:18][CH2:17]4)[N:3]1[C:4]=23.C(C1C(=O)C(Cl)=C(Cl)C(=O)C=1C#N)#N.C([O-])([O-])=O.[K+].[K+]. Product: [O:12]=[C:6]1[CH:7]=[CH:8][C:9]2[CH:10]=[CH:11][C:2](=[O:1])[N:3]3[C@H:14]([CH2:15][N:16]4[CH2:17][CH2:18][C:19]([NH:23][C:24](=[O:29])[C:25]([F:28])([F:27])[F:26])([CH3:22])[CH2:20][CH2:21]4)[CH2:13][N:5]1[C:4]=23. (3) Reactant: [F:1][C:2]1([F:28])[CH2:7][CH2:6][CH:5]([NH:8][C:9]2[C:14]3[C:15](I)=[N:16][N:17](CC4C=CC(OC)=CC=4)[C:13]=3[CH:12]=[CH:11][N:10]=2)[CH2:4][CH2:3]1.Cl[C:30]1[C:35]2C(I)=NN(CC3C=CC(OC)=CC=3)[C:34]=2[CH:33]=[CH:32][N:31]=1.Cl.FC1(F)CCC(N)CC1.CCN(C(C)C)C(C)C. Product: [F:28][C:2]1([F:1])[CH2:3][CH2:4][CH:5]([NH:8][C:9]2[C:14]3[C:15]([C:30]4[CH:35]=[CH:34][CH:33]=[CH:32][N:31]=4)=[N:16][NH:17][C:13]=3[CH:12]=[CH:11][N:10]=2)[CH2:6][CH2:7]1. The catalyst class is: 114. (4) Reactant: [Br:1][C:2]1[CH:10]=[C:9]2[C:5]([CH2:6][C:7]3([CH2:30][CH2:29][CH:28]([O:31][CH3:32])[CH2:27][CH2:26]3)[C:8]2([NH:16][S:17]([CH2:20][CH2:21][Si:22]([CH3:25])([CH3:24])[CH3:23])(=[O:19])=[O:18])[C:11]([O:13][CH2:14][CH3:15])=C)=[CH:4][CH:3]=1.C[O:34]C1C=CC(P2(SP(C3C=CC(OC)=CC=3)(=S)S2)=S)=CC=1. Product: [Br:1][C:2]1[CH:10]=[C:9]2[C:5]([CH2:6][C:7]3([CH2:30][CH2:29][CH:28]([O:31][CH3:32])[CH2:27][CH2:26]3)[C:8]2([NH:16][S:17]([CH2:20][CH2:21][Si:22]([CH3:25])([CH3:24])[CH3:23])(=[O:18])=[O:19])[C:11]([O:13][CH2:14][CH3:15])=[O:34])=[CH:4][CH:3]=1. The catalyst class is: 11. (5) Reactant: C(N(CC)CC)C.[CH3:8][C@@H:9]1[NH:13][CH2:12][C@@H:11]([CH2:14][N:15]2[C:23]3[C:18](=[CH:19][C:20]([C:24]4[CH:25]=[N:26][N:27]([CH:29]5[CH2:34][CH2:33][CH2:32][CH2:31][O:30]5)[CH:28]=4)=[CH:21][CH:22]=3)[CH:17]=[N:16]2)[CH2:10]1.[C:35]1([S:41](Cl)(=[O:43])=[O:42])[CH:40]=[CH:39][CH:38]=[CH:37][CH:36]=1.C(=O)(O)[O-].[Na+]. Product: [CH3:8][C@@H:9]1[N:13]([S:41]([C:35]2[CH:40]=[CH:39][CH:38]=[CH:37][CH:36]=2)(=[O:43])=[O:42])[CH2:12][C@@H:11]([CH2:14][N:15]2[C:23]3[C:18](=[CH:19][C:20]([C:24]4[CH:25]=[N:26][N:27]([CH:29]5[CH2:34][CH2:33][CH2:32][CH2:31][O:30]5)[CH:28]=4)=[CH:21][CH:22]=3)[CH:17]=[N:16]2)[CH2:10]1. The catalyst class is: 96. (6) Reactant: [C:1]([C:5]1[CH:12]=[CH:11][C:8]([CH2:9][NH2:10])=[CH:7][CH:6]=1)([CH3:4])([CH3:3])[CH3:2].N1C=CC=CC=1.Cl[C:20]([O:22][C:23]1[CH:28]=[CH:27][CH:26]=[CH:25][CH:24]=1)=[O:21]. Product: [C:23]1([O:22][C:20](=[O:21])[NH:10][CH2:9][C:8]2[CH:7]=[CH:6][C:5]([C:1]([CH3:4])([CH3:2])[CH3:3])=[CH:12][CH:11]=2)[CH:28]=[CH:27][CH:26]=[CH:25][CH:24]=1. The catalyst class is: 13. (7) The catalyst class is: 21. Reactant: [C:1]([O:5][C:6](=[O:9])[CH:7]=[CH2:8])([CH3:4])([CH3:3])[CH3:2].[C:10]([OH:15])(=[O:14])[C:11]([CH3:13])=[CH2:12].[C:16]([O:21][CH2:22][C:23]([F:31])([F:30])[CH:24]([F:29])[C:25]([F:28])([F:27])[F:26])(=[O:20])[C:17]([CH3:19])=[CH2:18].CC(N=NC(C#N)(C)C)(C#N)C. Product: [C:1]([O:5][C:6](=[O:9])[CH:7]=[CH2:8])([CH3:4])([CH3:3])[CH3:2].[C:10]([OH:15])(=[O:14])[C:11]([CH3:13])=[CH2:12].[C:16]([O:21][CH2:22][C:23]([F:30])([F:31])[CH:24]([F:29])[C:25]([F:27])([F:28])[F:26])(=[O:20])[C:17]([CH3:19])=[CH2:18].